Dataset: CYP3A4 inhibition data for predicting drug metabolism from PubChem BioAssay. Task: Regression/Classification. Given a drug SMILES string, predict its absorption, distribution, metabolism, or excretion properties. Task type varies by dataset: regression for continuous measurements (e.g., permeability, clearance, half-life) or binary classification for categorical outcomes (e.g., BBB penetration, CYP inhibition). Dataset: cyp3a4_veith. The molecule is COC(=O)[C@@]1(Cc2ccc(F)cc2)[C@H]2c3cc(C(=O)N4CCCC4)n(Cc4cccc5ccccc45)c3C[C@H]2CN1C(=O)c1ccccc1. The result is 1 (inhibitor).